From a dataset of Forward reaction prediction with 1.9M reactions from USPTO patents (1976-2016). Predict the product of the given reaction. (1) Given the reactants [CH3:1][C:2]1[C:3]([C:16]([C:18]2[CH:26]=[CH:25][C:21]([C:22](O)=[O:23])=[CH:20][CH:19]=2)=[CH2:17])=[CH:4][C:5]2[C:6]([CH3:15])([CH3:14])[CH2:7][CH2:8][C:9]([CH3:13])([CH3:12])[C:10]=2[CH:11]=1.[H-].[H-].[H-].[H-].[Li+].[Al+3], predict the reaction product. The product is: [CH3:1][C:2]1[C:3]([C:16]([C:18]2[CH:26]=[CH:25][C:21]([CH2:22][OH:23])=[CH:20][CH:19]=2)=[CH2:17])=[CH:4][C:5]2[C:6]([CH3:15])([CH3:14])[CH2:7][CH2:8][C:9]([CH3:12])([CH3:13])[C:10]=2[CH:11]=1. (2) Given the reactants [Si:1]([O:8][CH2:9][CH:10]([C:12]1[CH:13]=[C:14]([CH:17]=[CH:18][CH:19]=1)[CH:15]=O)[F:11])([C:4]([CH3:7])([CH3:6])[CH3:5])([CH3:3])[CH3:2].C(O)(=O)C.FC(F)(F)C(O)=O.[CH:31]([C:34]1[S:35][CH:36]=[C:37]([C:39]([N:41]2[CH2:46][C:45]3([CH2:51][CH2:50][NH:49][CH2:48][CH2:47]3)[O:44][CH2:43][CH2:42]2)=[O:40])[N:38]=1)([CH3:33])[CH3:32].C(O[BH-](OC(=O)C)OC(=O)C)(=O)C.[Na+], predict the reaction product. The product is: [Si:1]([O:8][CH2:9][CH:10]([C:12]1[CH:13]=[C:14]([CH:17]=[CH:18][CH:19]=1)[CH2:15][N:49]1[CH2:50][CH2:51][C:45]2([O:44][CH2:43][CH2:42][N:41]([C:39]([C:37]3[N:38]=[C:34]([CH:31]([CH3:32])[CH3:33])[S:35][CH:36]=3)=[O:40])[CH2:46]2)[CH2:47][CH2:48]1)[F:11])([C:4]([CH3:7])([CH3:6])[CH3:5])([CH3:3])[CH3:2]. (3) Given the reactants [B:10]1([B:10]2[O:14][C:13]([CH3:16])([CH3:15])[C:12]([CH3:18])([CH3:17])[O:11]2)[O:14][C:13]([CH3:16])([CH3:15])[C:12]([CH3:18])([CH3:17])[O:11]1.C([O-])(=O)C.[K+].CS(C)=O.Br[C:29]1[CH:30]=[C:31]2[C:36]3=[C:37]([CH2:39][CH2:40][N:35]3[C:34](=[O:41])[CH2:33][CH2:32]2)[CH:38]=1, predict the reaction product. The product is: [CH3:16][C:13]1([CH3:15])[C:12]([CH3:17])([CH3:18])[O:11][B:10]([C:29]2[CH:30]=[C:31]3[C:36]4=[C:37]([CH2:39][CH2:40][N:35]4[C:34](=[O:41])[CH2:33][CH2:32]3)[CH:38]=2)[O:14]1. (4) Given the reactants [OH:1][CH2:2][C@H:3]([NH:10][C:11](=[O:16])[CH2:12][CH2:13][C:14]#[CH:15])[C:4]1[CH:9]=[CH:8][CH:7]=[CH:6][CH:5]=1.N[C@H](C1C=CC=CC=1)CO.C(O)(=O)CCC#C.[CH3:34][C:35]([CH3:42])([CH2:39][CH:40]=[CH2:41])[C:36](O)=[O:37], predict the reaction product. The product is: [CH3:34][C:35]([CH3:42])([CH2:39][CH:40]=[CH2:41])[C:36]([O:1][CH2:2][C@H:3]([NH:10][C:11](=[O:16])[CH2:12][CH2:13][C:14]#[CH:15])[C:4]1[CH:9]=[CH:8][CH:7]=[CH:6][CH:5]=1)=[O:37]. (5) Given the reactants Cl.[F:2][C:3]1([F:14])[CH2:7][NH:6][C@@H:5]([CH2:8][CH:9]([CH3:13])[C:10]([OH:12])=[O:11])[CH2:4]1.Br[CH2:16][C:17]1[NH:22][C:21]([C:23]2[S:24][CH:25]=[CH:26][N:27]=2)=[N:20][C@@H:19]([C:28]2[CH:33]=[CH:32][C:31]([F:34])=[CH:30][C:29]=2[Cl:35])[C:18]=1[C:36]([O:38][CH2:39][CH3:40])=[O:37].C(=O)([O-])[O-].[K+].[K+], predict the reaction product. The product is: [Cl:35][C:29]1[CH:30]=[C:31]([F:34])[CH:32]=[CH:33][C:28]=1[C@@H:19]1[N:20]=[C:21]([C:23]2[S:24][CH:25]=[CH:26][N:27]=2)[NH:22][C:17]([CH2:16][N:6]2[CH2:7][C:3]([F:2])([F:14])[CH2:4][C@@H:5]2[CH2:8][CH:9]([CH3:13])[C:10]([OH:12])=[O:11])=[C:18]1[C:36]([O:38][CH2:39][CH3:40])=[O:37]. (6) Given the reactants Cl.[NH2:2][CH2:3][C@@H:4]([C:6]1[C:14]2[S:13][C:12](=[O:15])[NH:11][C:10]=2[C:9]([OH:16])=[CH:8][CH:7]=1)[OH:5].[Cl:17][C:18]1[CH:23]=[CH:22][CH:21]=[CH:20][C:19]=1[CH2:24][CH2:25][N:26]([CH2:34][CH2:35][CH2:36][S:37][CH2:38][CH:39]=O)[C:27](=[O:33])[O:28][C:29]([CH3:32])([CH3:31])[CH3:30], predict the reaction product. The product is: [Cl:17][C:18]1[CH:23]=[CH:22][CH:21]=[CH:20][C:19]=1[CH2:24][CH2:25][N:26]([CH2:34][CH2:35][CH2:36][S:37][CH2:38][CH2:39][NH:2][CH2:3][C@H:4]([OH:5])[C:6]1[C:14]2[S:13][C:12](=[O:15])[NH:11][C:10]=2[C:9]([OH:16])=[CH:8][CH:7]=1)[C:27](=[O:33])[O:28][C:29]([CH3:30])([CH3:31])[CH3:32]. (7) The product is: [Cl:1][C:2]1[CH:41]=[CH:40][C:5]([CH2:6][N:7]2[C:15]3[C:14](=[O:16])[N:13]([CH2:17][CH2:18][O:19][CH:20]4[CH2:25][CH2:24][CH2:23][CH2:22][O:21]4)[C:12](=[O:26])[N:11]([CH3:27])[C:10]=3[N:9]=[C:8]2[O:28][CH2:29][CH2:30][O:31][C:32]2[CH:39]=[CH:38][CH:37]=[C:34]([CH2:35][N:48]([CH3:49])[CH3:47])[CH:33]=2)=[CH:4][CH:3]=1. Given the reactants [Cl:1][C:2]1[CH:41]=[CH:40][C:5]([CH2:6][N:7]2[C:15]3[C:14](=[O:16])[N:13]([CH2:17][CH2:18][O:19][CH:20]4[CH2:25][CH2:24][CH2:23][CH2:22][O:21]4)[C:12](=[O:26])[N:11]([CH3:27])[C:10]=3[N:9]=[C:8]2[O:28][CH2:29][CH2:30][O:31][C:32]2[CH:33]=[C:34]([CH:37]=[CH:38][CH:39]=2)[CH:35]=O)=[CH:4][CH:3]=1.C(O)(=O)C.Cl.[CH3:47][NH:48][CH3:49].C([BH3-])#N.[Na+], predict the reaction product. (8) Given the reactants [NH2:1][C:2]1[CH:7]=[CH:6][C:5]([OH:8])=[CH:4][C:3]=1[CH3:9].[CH3:10][O:11][C:12](=[O:21])[C:13]1[CH:18]=[CH:17][C:16]([CH:19]=O)=[CH:15][CH:14]=1.[B][B][B][B][B][B][B][B][B][B].[CH2:32]=O, predict the reaction product. The product is: [CH3:10][O:11][C:12](=[O:21])[C:13]1[CH:18]=[CH:17][C:16]([CH2:19][N:1]([C:2]2[CH:7]=[CH:6][C:5]([OH:8])=[CH:4][C:3]=2[CH3:9])[CH3:32])=[CH:15][CH:14]=1. (9) Given the reactants C(C1C=C(C=CC2C=C(C)C([C:20]3[C:25](C)=[CH:24][N:23]=[CH:22][C:21]=3C)=C(C)C=2)C=C(C(C)(C)C)C=1O)(C)(C)C.[I:34][CH2:35][CH2:36][CH2:37][CH2:38][CH2:39][CH2:40][CH2:41][CH3:42], predict the reaction product. The product is: [I-:34].[CH2:35]([N+:23]1[CH:22]=[CH:21][CH:20]=[CH:25][CH:24]=1)[CH2:36][CH2:37][CH2:38][CH2:39][CH2:40][CH2:41][CH3:42]. (10) Given the reactants S(Cl)([Cl:3])=O.Cl.[NH2:6][CH2:7][C:8](=[O:14])[CH2:9][CH2:10][C:11]([OH:13])=[O:12], predict the reaction product. The product is: [ClH:3].[NH2:6][CH2:7][C:8](=[O:14])[CH2:9][CH2:10][C:11]([O:13][CH2:10][CH2:9][CH:8]=[CH2:7])=[O:12].